From a dataset of Full USPTO retrosynthesis dataset with 1.9M reactions from patents (1976-2016). Predict the reactants needed to synthesize the given product. (1) Given the product [OH:8][C:4]1[CH:3]=[C:2]([NH:1][C:9](=[O:14])[C:10]([CH3:13])([CH3:12])[CH3:11])[CH:7]=[CH:6][CH:5]=1, predict the reactants needed to synthesize it. The reactants are: [NH2:1][C:2]1[CH:3]=[C:4]([OH:8])[CH:5]=[CH:6][CH:7]=1.[C:9](Cl)(=[O:14])[C:10]([CH3:13])([CH3:12])[CH3:11].Cl. (2) Given the product [F:21][C:20]([F:23])([F:22])[C:17]1[CH:18]=[CH:19][C:14]([C:8]2[CH:9]=[C:4]([CH:5]=[CH:6][CH:7]=2)[CH2:3][NH2:2])=[N:15][CH:16]=1, predict the reactants needed to synthesize it. The reactants are: Cl.[NH2:2][CH2:3][C:4]1[CH:5]=[C:6](B(O)O)[CH:7]=[CH:8][CH:9]=1.Cl[C:14]1[CH:19]=[CH:18][C:17]([C:20]([F:23])([F:22])[F:21])=[CH:16][N:15]=1.C(=O)([O-])[O-].[Cs+].[Cs+].C(COC)OC.O. (3) The reactants are: O=[C:2]([CH2:9][C:10]([O:12][CH2:13][CH3:14])=[O:11])[CH2:3][C:4]([O:6][CH2:7][CH3:8])=[O:5].[CH3:15]OC(OC)N(C)C.[C:23]([S:26][CH3:27])(=[NH:25])[NH2:24]. Given the product [CH2:7]([O:6][C:4](=[O:5])[CH2:3][C:2]1[C:9]([C:10]([O:12][CH2:13][CH3:14])=[O:11])=[CH:15][N:24]=[C:23]([S:26][CH3:27])[N:25]=1)[CH3:8], predict the reactants needed to synthesize it. (4) Given the product [CH3:17][O:16][C:8]1[CH:9]=[CH:10][CH:11]=[C:12]2[C:7]=1[N:6]=[C:5]([C:3]([O:2][CH3:1])=[O:4])[CH:14]=[C:13]2[C:33]1[CH:34]=[CH:35][C:30]([Cl:29])=[CH:31][CH:32]=1, predict the reactants needed to synthesize it. The reactants are: [CH3:1][O:2][C:3]([C:5]1[CH:14]=[C:13](Cl)[C:12]2[C:7](=[C:8]([O:16][CH3:17])[CH:9]=[CH:10][CH:11]=2)[N:6]=1)=[O:4].COC1C=CC(B(O)O)=CC=1.[Cl:29][C:30]1[CH:35]=[CH:34][C:33](B(O)O)=[CH:32][CH:31]=1. (5) Given the product [CH3:39][O:38][C:36]([CH:35]1[CH2:40][CH2:41][N:32]([CH:18]=[C:17]2[C:16]3[C:15]([CH3:30])([C:14]4[CH:5]([O:4][C:2](=[O:3])[CH3:1])[CH2:6][C:7]5([CH3:31])[CH:8]([C:13]=4[C:21](=[O:22])[C:20]=3[OH:19])[CH2:9][CH2:10][CH:11]5[OH:12])[CH:26]([CH2:27][O:28][CH3:29])[O:25][C:23]2=[O:24])[CH2:33][CH2:34]1)=[O:37], predict the reactants needed to synthesize it. The reactants are: [CH3:1][C:2]([O:4][C@H:5]1[C:14]2[C@@:15]3([CH3:30])[C@@H:26]([CH2:27][O:28][CH3:29])[O:25][C:23](=[O:24])[C:17]4=[CH:18][O:19][C:20]([C:21](=[O:22])[C:13]=2[C@@H:8]2[CH2:9][CH2:10][C@H:11]([OH:12])[C@@:7]2([CH3:31])[CH2:6]1)=[C:16]34)=[O:3].[NH:32]1[CH2:41][CH2:40][CH:35]([C:36]([O:38][CH3:39])=[O:37])[CH2:34][CH2:33]1. (6) Given the product [CH2:23]([O:22][C:20](=[O:21])[CH2:19][N:9]1[C:8]2[CH:13]=[C:4]([O:3][C:2]([F:1])([F:14])[F:15])[CH:5]=[CH:6][C:7]=2[O:11][C:10]1=[O:12])[CH3:24], predict the reactants needed to synthesize it. The reactants are: [F:1][C:2]([F:15])([F:14])[O:3][C:4]1[CH:5]=[CH:6][C:7]2[O:11][C:10](=[O:12])[NH:9][C:8]=2[CH:13]=1.[H-].[Na+].Br[CH2:19][C:20]([O:22][CH2:23][CH3:24])=[O:21].FC(F)(F)C(O)=O. (7) Given the product [F:23][C:18]1[CH:17]=[C:16]([NH:15][S:12]([C:8]2[C:9]3[CH2:10][CH2:11][C@H:2]([N:1]4[CH2:30][CH2:29][CH2:28][CH2:27]4)[CH2:3][C:4]=3[C:5]([O:24][CH3:25])=[CH:6][CH:7]=2)(=[O:13])=[O:14])[CH:21]=[CH:20][C:19]=1[F:22], predict the reactants needed to synthesize it. The reactants are: [NH2:1][C@H:2]1[CH2:11][CH2:10][C:9]2[C:8]([S:12]([NH:15][C:16]3[CH:21]=[CH:20][C:19]([F:22])=[C:18]([F:23])[CH:17]=3)(=[O:14])=[O:13])=[CH:7][CH:6]=[C:5]([O:24][CH3:25])[C:4]=2[CH2:3]1.Br[CH2:27][CH2:28][CH2:29][CH2:30]Br.CCN(C(C)C)C(C)C. (8) The reactants are: [F:1][C:2]1[CH:3]=[C:4]2[C:8](=[CH:9][CH:10]=1)[NH:7][CH:6]=[C:5]2[CH:11]=[O:12].[CH2:13](OC(C1NC2C(C=1)=CC=CC=2)=O)[CH3:14]. Given the product [CH2:13]([N:7]1[C:8]2[C:4](=[CH:3][C:2]([F:1])=[CH:10][CH:9]=2)[C:5]([CH:11]=[O:12])=[CH:6]1)[CH3:14], predict the reactants needed to synthesize it. (9) Given the product [CH3:12][N:8]1[C:9]2[C:4](=[CH:3][C:2]([B:13]3[O:17][C:16]([CH3:19])([CH3:18])[C:15]([CH3:21])([CH3:20])[O:14]3)=[CH:11][CH:10]=2)[NH:5][CH2:6][CH2:7]1, predict the reactants needed to synthesize it. The reactants are: Br[C:2]1[CH:3]=[C:4]2[C:9](=[CH:10][CH:11]=1)[N:8]([CH3:12])[CH2:7][CH2:6][NH:5]2.[B:13]1([B:13]2[O:17][C:16]([CH3:19])([CH3:18])[C:15]([CH3:21])([CH3:20])[O:14]2)[O:17][C:16]([CH3:19])([CH3:18])[C:15]([CH3:21])([CH3:20])[O:14]1.C([O-])(=O)C.[K+].